From a dataset of Reaction yield outcomes from USPTO patents with 853,638 reactions. Predict the reaction yield, written as a fraction of the theoretical maximum amount of product (1.0 means a 100% yield; for example, 0.34 means a 34% yield). (1) The reactants are O.[OH-].[Li+].C[O:5][C:6]([C:8]1[CH:13]=[CH:12][C:11](=[O:14])[N:10]([C:15]2[CH:20]=[CH:19][CH:18]=[CH:17][CH:16]=2)[CH:9]=1)=[O:7].O1CCCC1. The catalyst is O. The product is [O:14]=[C:11]1[N:10]([C:15]2[CH:16]=[CH:17][CH:18]=[CH:19][CH:20]=2)[CH:9]=[C:8]([C:6]([OH:7])=[O:5])[CH:13]=[CH:12]1. The yield is 0.790. (2) The reactants are ClC1N=C(C2SC(C(C)C)=NC=2C2C=C(NS(C3C(F)=CC=CC=3F)(=O)=O)C=CC=2)C=CN=1.[Cl:34][C:35]1[N:40]=[C:39]([C:41]2[S:45][C:44]([N:46]3[CH2:51][CH2:50][O:49][CH2:48][CH2:47]3)=[N:43][C:42]=2[C:52]2[C:53]([F:59])=[C:54]([CH:56]=[CH:57][CH:58]=2)[NH2:55])[CH:38]=[CH:37][N:36]=1.[N:60]1[CH:65]=[CH:64][CH:63]=[C:62]([S:66](Cl)(=[O:68])=[O:67])[CH:61]=1. No catalyst specified. The product is [Cl:34][C:35]1[N:40]=[C:39]([C:41]2[S:45][C:44]([N:46]3[CH2:47][CH2:48][O:49][CH2:50][CH2:51]3)=[N:43][C:42]=2[C:52]2[C:53]([F:59])=[C:54]([NH:55][S:66]([C:62]3[CH:61]=[N:60][CH:65]=[CH:64][CH:63]=3)(=[O:68])=[O:67])[CH:56]=[CH:57][CH:58]=2)[CH:38]=[CH:37][N:36]=1. The yield is 0.715. (3) The reactants are [C:1](Cl)(=[O:3])[CH3:2].[Br:5][C:6]1[C:7]([O:19][CH:20]2[CH2:23][CH2:22][CH2:21]2)=[C:8]2[C:13](=[C:14]([F:17])[C:15]=1[F:16])[NH:12][C@@H:11]([CH3:18])[CH2:10][CH2:9]2. The catalyst is ClCCl.N1C=CC=CC=1. The product is [Br:5][C:6]1[C:7]([O:19][CH:20]2[CH2:21][CH2:22][CH2:23]2)=[C:8]2[C:13](=[C:14]([F:17])[C:15]=1[F:16])[N:12]([C:1](=[O:3])[CH3:2])[C@@H:11]([CH3:18])[CH2:10][CH2:9]2. The yield is 0.990. (4) The reactants are C[O:2][C:3](=[O:32])[CH2:4][O:5][C:6]1[CH:14]=[C:13]2[CH2:15][CH2:16][CH2:17][C:12]2=[C:11]2[C:7]=1[C:8]([C:27](=[O:31])[C:28]([NH2:30])=[O:29])=[C:9]([CH3:26])[N:10]2[CH2:18][C:19]1[CH:24]=[CH:23][C:22]([F:25])=[CH:21][CH:20]=1.[OH-].[Li+]. The catalyst is O1CCCC1.CO. The product is [NH2:30][C:28](=[O:29])[C:27]([C:8]1[C:7]2[C:11](=[C:12]3[CH2:17][CH2:16][CH2:15][C:13]3=[CH:14][C:6]=2[O:5][CH2:4][C:3]([OH:32])=[O:2])[N:10]([CH2:18][C:19]2[CH:24]=[CH:23][C:22]([F:25])=[CH:21][CH:20]=2)[C:9]=1[CH3:26])=[O:31]. The yield is 0.510. (5) The reactants are [NH:1]1[C:9]2[C:4](=[CH:5][CH:6]=[CH:7][CH:8]=2)[CH:3]=[CH:2]1.[CH:10](=[O:17])[C:11]1[CH:16]=[CH:15][N:14]=[CH:13][CH:12]=1.[OH-].[Na+]. The catalyst is CO.O. The product is [NH:1]1[C:9]2[C:4](=[CH:5][CH:6]=[CH:7][CH:8]=2)[C:3]([CH:10]([C:11]2[CH:16]=[CH:15][N:14]=[CH:13][CH:12]=2)[OH:17])=[CH:2]1. The yield is 0.960.